From a dataset of Reaction yield outcomes from USPTO patents with 853,638 reactions. Predict the reaction yield, written as a fraction of the theoretical maximum amount of product (1.0 means a 100% yield; for example, 0.34 means a 34% yield). The reactants are C1(C(N2C3C(=CC(C4C=CC=CC=4)=CC=3)CCC2CN2CCN(C3C=CC=C4C=3C=CN4)CC2)=O)CCCCC1.Br[C:42]1[CH:43]=[C:44]2[C:49](=[CH:50][CH:51]=1)[N:48]([C:52]([CH:54]1[CH2:59][CH2:58][CH2:57][CH2:56][CH2:55]1)=[O:53])[CH:47]([CH2:60][N:61]1[CH2:66][CH2:65][N:64]([C:67]3[CH:72]=[CH:71][C:70]([F:73])=[CH:69][C:68]=3[O:74][CH3:75])[CH2:63][CH2:62]1)[CH2:46][CH2:45]2.[CH3:76][C:77]1[C:81](B(O)O)=[C:80]([CH3:85])[O:79][N:78]=1. No catalyst specified. The product is [CH:54]1([C:52]([N:48]2[C:49]3[C:44](=[CH:43][C:42]([C:81]4[C:77]([CH3:76])=[N:78][O:79][C:80]=4[CH3:85])=[CH:51][CH:50]=3)[CH2:45][CH2:46][CH:47]2[CH2:60][N:61]2[CH2:62][CH2:63][N:64]([C:67]3[CH:72]=[CH:71][C:70]([F:73])=[CH:69][C:68]=3[O:74][CH3:75])[CH2:65][CH2:66]2)=[O:53])[CH2:59][CH2:58][CH2:57][CH2:56][CH2:55]1. The yield is 0.480.